Dataset: Reaction yield outcomes from USPTO patents with 853,638 reactions. Task: Predict the reaction yield, written as a fraction of the theoretical maximum amount of product (1.0 means a 100% yield; for example, 0.34 means a 34% yield). (1) The reactants are [Br:1][C:2]1[N:7]=[C:6]([F:8])[C:5]2[O:9][C:10]3[C:15]([C:16](=O)[C:4]=2[CH:3]=1)=[CH:14][C:13]([C:18]1[C:19]([F:24])=[N:20][CH:21]=[CH:22][CH:23]=1)=[CH:12][CH:11]=3.[CH3:25][Mg]Br.Cl. The catalyst is C1COCC1. The product is [Br:1][C:2]1[N:7]=[C:6]([F:8])[C:5]2[O:9][C:10]3[C:15]([C:16](=[CH2:25])[C:4]=2[CH:3]=1)=[CH:14][C:13]([C:18]1[C:19]([F:24])=[N:20][CH:21]=[CH:22][CH:23]=1)=[CH:12][CH:11]=3. The yield is 0.590. (2) The reactants are [CH:1]([O:4][C:5]([N:7]1[CH2:13][CH2:12][CH2:11][CH:10]([N:14]([CH2:21][C:22]2[CH:27]=[C:26]([C:28]([F:31])([F:30])[F:29])[CH:25]=[C:24]([C:32]([F:35])([F:34])[F:33])[CH:23]=2)[C:15](=O)[CH2:16][C:17](=O)[CH3:18])[C:9]2[CH:36]=[CH:37][C:38]([Cl:40])=[CH:39][C:8]1=2)=[O:6])([CH3:3])[CH3:2].O=P12OP3(OP(OP(O3)(O1)=O)(=O)O2)=O.O.[NH2:56][NH2:57]. The catalyst is CCO. The product is [F:35][C:32]([F:34])([F:33])[C:24]1[CH:23]=[C:22]([CH:27]=[C:26]([C:28]([F:29])([F:30])[F:31])[CH:25]=1)[CH2:21][N:14]([C:15]1[CH:16]=[C:17]([CH3:18])[NH:57][N:56]=1)[CH:10]1[CH2:11][CH2:12][CH2:13][N:7]([C:5]([O:4][CH:1]([CH3:2])[CH3:3])=[O:6])[C:8]2[CH:39]=[C:38]([Cl:40])[CH:37]=[CH:36][C:9]1=2. The yield is 0.210. (3) The reactants are [CH3:1][C:2]1[CH:3]=[C:4]2[C:9](=[CH:10][CH:11]=1)[O:8][CH2:7][CH2:6][C:5]2=[O:12].CC1(C)N([Br:19])C(=O)N(Br)C1=O.N(C(C)(C)C#N)=NC(C)(C)C#N. The catalyst is ClC1C=CC=CC=1. The product is [Br:19][CH2:1][C:2]1[CH:3]=[C:4]2[C:9](=[CH:10][CH:11]=1)[O:8][CH2:7][CH2:6][C:5]2=[O:12]. The yield is 0.730. (4) The reactants are [Cl:1][C:2]1[CH:7]=[C:6]([OH:8])[CH:5]=[CH:4][N:3]=1.Br.Br[CH2:11][C:12]1[CH:13]=[N:14][CH:15]=[CH:16][CH:17]=1.[OH-].[Na+]. The catalyst is [Br-].C([N+](CCCC)(CCCC)CCCC)CCC.C1(C)C=CC=CC=1.CCOC(C)=O. The product is [Cl:1][C:2]1[CH:7]=[C:6]([O:8][CH2:11][C:12]2[CH:13]=[N:14][CH:15]=[CH:16][CH:17]=2)[CH:5]=[CH:4][N:3]=1. The yield is 0.730.